This data is from Catalyst prediction with 721,799 reactions and 888 catalyst types from USPTO. The task is: Predict which catalyst facilitates the given reaction. (1) Reactant: [F:1][C:2]1[CH:7]=[C:6]([C:8]2(O)[CH2:12][CH2:11][O:10][CH2:9]2)[CH:5]=[C:4]([F:14])[C:3]=1[C:15]1[S:16][CH:17]=[C:18]([C:20]([O:22][CH3:23])=[O:21])[N:19]=1.FC1C=C(C2(O)CCOC2)C=C(F)C=1C1SC=C(C(O)=O)N=1.FC(F)(F)C(O)=O. Product: [O:10]1[CH2:11][CH:12]=[C:8]([C:6]2[CH:7]=[C:2]([F:1])[C:3]([C:15]3[S:16][CH:17]=[C:18]([C:20]([O:22][CH3:23])=[O:21])[N:19]=3)=[C:4]([F:14])[CH:5]=2)[CH2:9]1. The catalyst class is: 4. (2) Reactant: [OH:1][C:2]1[CH:19]=[CH:18][C:5]2[CH2:6][CH2:7][N:8]([C:11]([O:13][C:14]([CH3:17])([CH3:16])[CH3:15])=[O:12])[CH2:9][CH2:10][C:4]=2[CH:3]=1.[H-].[Na+].[Cl:22][C:23]1[CH:28]=[N:27][C:26](Cl)=[CH:25][N:24]=1. Product: [Cl:22][C:23]1[N:24]=[CH:25][C:26]([O:1][C:2]2[CH:19]=[CH:18][C:5]3[CH2:6][CH2:7][N:8]([C:11]([O:13][C:14]([CH3:16])([CH3:15])[CH3:17])=[O:12])[CH2:9][CH2:10][C:4]=3[CH:3]=2)=[N:27][CH:28]=1. The catalyst class is: 35. (3) Reactant: [Br-].[CH2:2]([O:4][C:5]([CH2:7][CH2:8][CH2:9][P+](C1C=CC=CC=1)(C1C=CC=CC=1)C1C=CC=CC=1)=[O:6])[CH3:3].[H-].[Na+].[O:31]1[CH2:36][CH2:35][C:34](=O)[CH2:33][CH2:32]1. Product: [CH2:2]([O:4][C:5](=[O:6])[CH2:7][CH2:8][CH:9]=[C:34]1[CH2:35][CH2:36][O:31][CH2:32][CH2:33]1)[CH3:3]. The catalyst class is: 9. (4) Product: [C:17]([O:16][C:14]([N:1]1[C:5]2=[N:6][CH:7]=[CH:8][CH:9]=[C:4]2[CH2:3][CH:2]1[C:10]([O-:12])=[O:11])=[O:15])([CH3:20])([CH3:18])[CH3:19].[Li+:28]. The catalyst class is: 5. Reactant: [N:1]1([C:14]([O:16][C:17]([CH3:20])([CH3:19])[CH3:18])=[O:15])[C:5]2=[N:6][CH:7]=[CH:8][CH:9]=[C:4]2[CH2:3][CH:2]1[C:10]([O:12]C)=[O:11].C1COCC1.O.[OH-].[Li+:28]. (5) Reactant: [OH:1][C:2]1[CH:7]=[CH:6][C:5]([C:8](=[O:10])[CH3:9])=[CH:4][C:3]=1[C:11]([F:14])([F:13])[F:12].C(=O)([O-])[O-].[K+].[K+].[CH3:21][O:22][CH2:23]Cl.O. Product: [CH3:21][O:22][CH2:23][O:1][C:2]1[CH:7]=[CH:6][C:5]([C:8](=[O:10])[CH3:9])=[CH:4][C:3]=1[C:11]([F:12])([F:13])[F:14]. The catalyst class is: 9. (6) Reactant: [Cl:1][C:2]1[C:3](Cl)=[N:4][CH:5]=[C:6]([CH:10]=1)[C:7]([OH:9])=[O:8].[Cl:12][C:13]1[CH:19]=[CH:18][C:16]([NH2:17])=[CH:15][CH:14]=1. Product: [Cl:1][C:2]1[C:3]([NH:17][C:16]2[CH:18]=[CH:19][C:13]([Cl:12])=[CH:14][CH:15]=2)=[N:4][CH:5]=[C:6]([CH:10]=1)[C:7]([OH:9])=[O:8]. The catalyst class is: 15. (7) Reactant: Cl[CH2:2][CH2:3][CH2:4][Si:5]([CH2:14][C:15](=[CH2:17])[CH3:16])([CH2:10][C:11](=[CH2:13])[CH3:12])[CH2:6][C:7](=[CH2:9])[CH3:8].[N-:18]=[N+:19]=[N-:20].[Na+]. Product: [N:18]([CH2:2][CH2:3][CH2:4][Si:5]([CH2:14][C:15](=[CH2:17])[CH3:16])([CH2:10][C:11](=[CH2:13])[CH3:12])[CH2:6][C:7](=[CH2:9])[CH3:8])=[N+:19]=[N-:20]. The catalyst class is: 9. (8) Reactant: [NH:1]1[CH2:4][CH:3]([C:5]2[C:6]([O:11][C:12]3[CH:17]=[CH:16][C:15]([C:18]([C:20]4[NH:24][C:23]5[CH:25]=[CH:26][CH:27]=[CH:28][C:22]=5[N:21]=4)=[O:19])=[CH:14][CH:13]=3)=[N:7][CH:8]=[CH:9][CH:10]=2)[CH2:2]1.C(N(CC)CC)C.N1([C:41](=[O:43])[CH3:42])C=CN=C1.C1COCC1. Product: [NH:24]1[C:23]2[CH:25]=[CH:26][CH:27]=[CH:28][C:22]=2[N:21]=[C:20]1[C:18]([C:15]1[CH:16]=[CH:17][C:12]([O:11][C:6]2[C:5]([CH:3]3[CH2:4][N:1]([C:41](=[O:43])[CH3:42])[CH2:2]3)=[CH:10][CH:9]=[CH:8][N:7]=2)=[CH:13][CH:14]=1)=[O:19]. The catalyst class is: 3. (9) The catalyst class is: 6. Product: [Cl:1][C:2]1[CH:3]=[C:4]2[C:8](=[CH:9][CH:10]=1)[NH:7][C:6](=[O:11])[C:5]2([OH:12])[CH2:16][N+:13]([O-:15])=[O:14]. Reactant: [Cl:1][C:2]1[CH:3]=[C:4]2[C:8](=[CH:9][CH:10]=1)[NH:7][C:6](=[O:11])[C:5]2=[O:12].[N+:13]([CH3:16])([O-:15])=[O:14].